Dataset: Peptide-MHC class I binding affinity with 185,985 pairs from IEDB/IMGT. Task: Regression. Given a peptide amino acid sequence and an MHC pseudo amino acid sequence, predict their binding affinity value. This is MHC class I binding data. (1) The peptide sequence is LYEASTTYL. The MHC is HLA-B57:01 with pseudo-sequence HLA-B57:01. The binding affinity (normalized) is 0.213. (2) The peptide sequence is RPRQRGIPF. The MHC is HLA-A02:06 with pseudo-sequence HLA-A02:06. The binding affinity (normalized) is 0.580. (3) The peptide sequence is SEFWLNYTA. The MHC is HLA-A26:01 with pseudo-sequence HLA-A26:01. The binding affinity (normalized) is 0.0847. (4) The peptide sequence is ATVKGMQSY. The MHC is HLA-A02:01 with pseudo-sequence HLA-A02:01. The binding affinity (normalized) is 0.213.